This data is from Full USPTO retrosynthesis dataset with 1.9M reactions from patents (1976-2016). The task is: Predict the reactants needed to synthesize the given product. (1) Given the product [C:20]([O:19][C:15](=[O:18])[CH2:16][CH2:17][O:12][CH2:11][CH2:10][O:9][CH2:8][CH2:7][O:6][CH2:5][CH2:4][O:3][CH2:2][CH2:1][OH:13])([CH3:23])([CH3:22])[CH3:21], predict the reactants needed to synthesize it. The reactants are: [CH2:1]([OH:13])[CH2:2][O:3][CH2:4][CH2:5][O:6][CH2:7][CH2:8][O:9][CH2:10][CH2:11][OH:12].[Na].[C:15]([O:19][C:20]([CH3:23])([CH3:22])[CH3:21])(=[O:18])[CH:16]=[CH2:17].Cl. (2) Given the product [CH:26]([S:27]([NH:1][C:2]1[CH:7]=[CH:6][C:5]([C@H:8]2[N:16]3[C@@H:11]([CH2:12][CH2:13][CH2:14][CH2:15]3)[CH2:10][CH2:9]2)=[CH:4][CH:3]=1)(=[O:29])=[O:28])=[CH2:25], predict the reactants needed to synthesize it. The reactants are: [NH2:1][C:2]1[CH:7]=[CH:6][C:5]([C@H:8]2[N:16]3[C@@H:11]([CH2:12][CH2:13][CH2:14][CH2:15]3)[CH2:10][CH2:9]2)=[CH:4][CH:3]=1.C(N(CC)CC)C.Cl[CH2:25][CH2:26][S:27](Cl)(=[O:29])=[O:28]. (3) Given the product [Cl:1][C:2]1[CH:7]=[C:6]([CH3:8])[C:5]([N:9]2[C:13]3[N:14]=[C:15]([CH3:19])[CH:16]=[C:17]([OH:22])[C:12]=3[C:11]([CH3:20])=[CH:10]2)=[C:4]([CH3:21])[CH:3]=1, predict the reactants needed to synthesize it. The reactants are: [Cl:1][C:2]1[CH:7]=[C:6]([CH3:8])[C:5]([N:9]2[C:13]3=[N:14][C:15]([CH3:19])=[CH:16][C:17](N)=[C:12]3[C:11]([CH3:20])=[CH:10]2)=[C:4]([CH3:21])[CH:3]=1.[OH:22]S(O)(=O)=O.N([O-])=O.[Na+].C([O-])(O)=O.[Na+]. (4) Given the product [C:23]([OH:24])(=[O:11])[C:3]([OH:8])=[O:4].[NH:14]1[CH:3]=[C:2]([CH2:7][CH2:6][CH2:5][OH:4])[N:15]=[CH:13]1, predict the reactants needed to synthesize it. The reactants are: Br[CH:2]1[CH2:7][CH2:6][CH2:5][O:4][CH:3]1[OH:8].C(O)(=[O:11])C.[CH:13]([NH2:15])=[NH:14].C(NCC)C.CN(C)[CH:23]=[O:24]. (5) The reactants are: I[CH2:2][CH2:3][CH2:4][CH3:5].[CH2:6]([S:10]([O:13][C:14]1[CH:19]=[CH:18][C:17]([CH2:20][CH2:21][CH2:22][C:23]2[CH:28]=[CH:27][C:26]([CH2:29][CH2:30][C:31]([O:33][CH3:34])=[O:32])=[C:25]([OH:35])[CH:24]=2)=[CH:16][C:15]=1[O:36][CH3:37])(=[O:12])=[O:11])[CH2:7][CH2:8][CH3:9].C(=O)([O-])[O-].[K+].[K+].O. Given the product [CH2:6]([S:10]([O:13][C:14]1[CH:19]=[CH:18][C:17]([CH2:20][CH2:21][CH2:22][C:23]2[CH:28]=[CH:27][C:26]([CH2:29][CH2:30][C:31]([O:33][CH3:34])=[O:32])=[C:25]([O:35][CH2:2][CH2:3][CH2:4][CH3:5])[CH:24]=2)=[CH:16][C:15]=1[O:36][CH3:37])(=[O:12])=[O:11])[CH2:7][CH2:8][CH3:9], predict the reactants needed to synthesize it. (6) Given the product [F:15][C:12]([F:14])([F:13])[C:11]1[N:6]2[N:5]=[CH:4][C:3]([C:1]#[C:2][C:27]3[CH:28]=[C:29]([S:33]([NH2:36])(=[O:35])=[O:34])[CH:30]=[CH:31][CH:32]=3)=[C:7]2[N:8]=[C:9]([C:16]2[CH:21]=[CH:20][C:19]([C:22]([F:25])([F:24])[F:23])=[CH:18][CH:17]=2)[CH:10]=1, predict the reactants needed to synthesize it. The reactants are: [C:1]([C:3]1[CH:4]=[N:5][N:6]2[C:11]([C:12]([F:15])([F:14])[F:13])=[CH:10][C:9]([C:16]3[CH:21]=[CH:20][C:19]([C:22]([F:25])([F:24])[F:23])=[CH:18][CH:17]=3)=[N:8][C:7]=12)#[CH:2].Br[C:27]1[CH:28]=[C:29]([S:33]([NH2:36])(=[O:35])=[O:34])[CH:30]=[CH:31][CH:32]=1. (7) Given the product [OH:1][C:2]1([CH2:22][CH2:23][C:24]2[CH:33]=[CH:32][C:27]3[C:28](=[O:31])[O:29][CH2:30][C:26]=3[CH:25]=2)[CH2:7][CH2:6][N:5]([C:8](=[O:21])[CH2:9][C:10]2[CH:15]=[CH:14][C:13]([N:16]3[CH:20]=[N:19][N:18]=[N:17]3)=[CH:12][CH:11]=2)[CH2:4][CH2:3]1, predict the reactants needed to synthesize it. The reactants are: [OH:1][C:2]1([C:22]#[C:23][C:24]2[CH:33]=[CH:32][C:27]3[C:28](=[O:31])[O:29][CH2:30][C:26]=3[CH:25]=2)[CH2:7][CH2:6][N:5]([C:8](=[O:21])[CH2:9][C:10]2[CH:15]=[CH:14][C:13]([N:16]3[CH:20]=[N:19][N:18]=[N:17]3)=[CH:12][CH:11]=2)[CH2:4][CH2:3]1.